The task is: Binary Classification. Given a miRNA mature sequence and a target amino acid sequence, predict their likelihood of interaction.. This data is from Experimentally validated miRNA-target interactions with 360,000+ pairs, plus equal number of negative samples. The miRNA is hsa-miR-4775 with sequence UUAAUUUUUUGUUUCGGUCACU. The protein sequence of the target gene is MAASQLAALEGVDSGPRVPGASPGFLYSEGQRLALEALLSKGAEAFQTCVQREELWPFLSADEVQGLAAAAEDWTVAKQEPSGMAEGATTTDVDAGSLSYWPGQSEQPAPVLRLGWPVDSAWKGITRAQLYTQPPGEGQPPLKELVRLEIQAAHKLVAVVMDVFTDPDLLLDLVDAATRRWVPVYLLLDRQQLPAFLELAQQLGVNPWNTENVDVRVVRGCSFQSRWRRQVSGTVREKFVLLDGERVISGSYSFTWSDARLHRGLVTLLTGEIVDAFSLEFRTLYAASCPLPPAPPQKPS.... Result: 0 (no interaction).